From a dataset of Reaction yield outcomes from USPTO patents with 853,638 reactions. Predict the reaction yield, written as a fraction of the theoretical maximum amount of product (1.0 means a 100% yield; for example, 0.34 means a 34% yield). (1) The yield is 0.940. The product is [F:28][C:12]1[CH:11]=[C:10]([S:7]([NH2:6])(=[O:8])=[O:9])[CH:15]=[CH:14][C:13]=1[O:16][C@H:17]1[CH2:21][CH2:20][CH2:19][C@@H:18]1[C:22]1[N:26]([CH3:27])[N:25]=[CH:24][CH:23]=1. The reactants are COC1C=C(OC)C=CC=1C[NH:6][S:7]([C:10]1[CH:15]=[CH:14][C:13]([O:16][C@H:17]2[CH2:21][CH2:20][CH2:19][C@@H:18]2[C:22]2[N:26]([CH3:27])[N:25]=[CH:24][CH:23]=2)=[C:12]([F:28])[CH:11]=1)(=[O:9])=[O:8].C([SiH](CC)CC)C.FC(F)(F)C(O)=O. The catalyst is ClCCl. (2) The reactants are [OH:1][C:2]1[CH:3]=[CH:4][C:5]2[O:9][C:8]([C:10]([OH:12])=[O:11])=[CH:7][C:6]=2[CH:13]=1.S(=O)(=O)(O)O.[CH3:19]O. No catalyst specified. The product is [CH3:19][O:11][C:10]([C:8]1[O:9][C:5]2[CH:4]=[CH:3][C:2]([OH:1])=[CH:13][C:6]=2[CH:7]=1)=[O:12]. The yield is 0.830. (3) The reactants are [Cl:1][C:2]1[CH:8]=[CH:7][C:5]([NH2:6])=[C:4]([F:9])[CH:3]=1.[N:10]([O-])=O.[Na+].C([O-])(=O)C.[Na+].[C:19]([CH2:22][C:23](=[O:25])[CH3:24])(=[O:21])[CH3:20]. The catalyst is C(O)(=O)C.Cl.O. The product is [Cl:1][C:2]1[CH:8]=[CH:7][C:5]([NH:6][N:10]=[C:22]([C:23](=[O:25])[CH3:24])[C:19](=[O:21])[CH3:20])=[C:4]([F:9])[CH:3]=1. The yield is 0.570. (4) The reactants are [CH2:1]([N:8]1[C:13](=[O:14])[CH2:12][O:11][CH2:10][CH:9]1[C:15]([OH:17])=O)[C:2]1[CH:7]=[CH:6][CH:5]=[CH:4][CH:3]=1.C(Cl)(=O)C([Cl:21])=O. No catalyst specified. The product is [CH2:1]([N:8]1[C:13](=[O:14])[CH2:12][O:11][CH2:10][CH:9]1[C:15]([Cl:21])=[O:17])[C:2]1[CH:7]=[CH:6][CH:5]=[CH:4][CH:3]=1. The yield is 0.920. (5) The reactants are [C:1]([O:5][C:6]([N:8]1[CH2:13][CH2:12][CH:11]([N:14]2[C:18]3=[N:19][CH:20]=[N:21][C:22]([O:23][C:24]4[C:25]([CH3:35])=[N:26][C:27]([N:30]5[CH:34]=[N:33][CH:32]=[N:31]5)=[CH:28][CH:29]=4)=[C:17]3[CH:16]=[N:15]2)[CH2:10][CH2:9]1)=[O:7])(C)([CH3:3])[CH3:2].FC(F)(F)C(O)=O.ClC(OC(C)C)=O.C(N(CC)CC)C.C(=O)([O-])[O-].[Na+].[Na+]. The catalyst is ClCCl. The product is [CH:1]([O:5][C:6]([N:8]1[CH2:9][CH2:10][CH:11]([N:14]2[C:18]3=[N:19][CH:20]=[N:21][C:22]([O:23][C:24]4[C:25]([CH3:35])=[N:26][C:27]([N:30]5[CH:34]=[N:33][CH:32]=[N:31]5)=[CH:28][CH:29]=4)=[C:17]3[CH:16]=[N:15]2)[CH2:12][CH2:13]1)=[O:7])([CH3:3])[CH3:2]. The yield is 0.720. (6) The reactants are [N+:1]([C:4]1[CH:22]=[CH:21][C:7]([CH2:8][C:9]([CH3:20])([C:15]([O:17][CH2:18][CH3:19])=[O:16])[C:10]([O:12][CH2:13][CH3:14])=[O:11])=[CH:6][CH:5]=1)([O-])=O.O.C(OCC)(=O)C.C(N(CC)CC)C. The catalyst is CCO. The product is [NH2:1][C:4]1[CH:5]=[CH:6][C:7]([CH2:8][C:9]([CH3:20])([C:15]([O:17][CH2:18][CH3:19])=[O:16])[C:10]([O:12][CH2:13][CH3:14])=[O:11])=[CH:21][CH:22]=1. The yield is 0.814. (7) The reactants are C[O:2][C:3]([C:5]1[C:13]2[C:8](=[C:9]([O:14][CH2:15][CH2:16][O:17][CH3:18])[N:10]=[CH:11][CH:12]=2)[N:7]([CH2:19][CH2:20][O:21][CH3:22])[CH:6]=1)=[O:4].[OH-].[Na+].Cl. The catalyst is CO. The product is [CH3:18][O:17][CH2:16][CH2:15][O:14][C:9]1[N:10]=[CH:11][CH:12]=[C:13]2[C:5]([C:3]([OH:4])=[O:2])=[CH:6][N:7]([CH2:19][CH2:20][O:21][CH3:22])[C:8]=12. The yield is 0.860.